From a dataset of Full USPTO retrosynthesis dataset with 1.9M reactions from patents (1976-2016). Predict the reactants needed to synthesize the given product. (1) Given the product [F:1][CH:2]([C:12]1[CH:17]=[CH:16][C:15]([C:18]2[CH:23]=[C:22]([O:24][CH3:25])[CH:21]=[CH:20][C:19]=2[F:26])=[C:14]([CH2:27][C:28]([CH3:31])([CH3:30])[CH3:29])[N:13]=1)[CH2:3][C:4]1[CH:5]=[C:6]([CH:7]=[CH:8][CH:9]=1)[CH:10]=[O:11], predict the reactants needed to synthesize it. The reactants are: [F:1][CH:2]([C:12]1[CH:17]=[CH:16][C:15]([C:18]2[CH:23]=[C:22]([O:24][CH3:25])[CH:21]=[CH:20][C:19]=2[F:26])=[C:14]([CH2:27][C:28]([CH3:31])([CH3:30])[CH3:29])[N:13]=1)[CH2:3][C:4]1[CH:5]=[C:6]([CH2:10][OH:11])[CH:7]=[CH:8][CH:9]=1.CC(OI1(OC(C)=O)(OC(C)=O)OC(=O)C2C=CC=CC1=2)=O.S([O-])([O-])(=O)=S.[Na+].[Na+]. (2) Given the product [CH3:21][O:22][C:23]1[CH:24]=[CH:25][C:26]([CH2:27][N:28]2[C:32]([NH:33][CH:1]=[C:15]3[C:16](=[O:18])[O:17][C:12]([CH3:20])([CH3:11])[O:13][C:14]3=[O:19])=[CH:31][CH:30]=[N:29]2)=[CH:34][CH:35]=1.[CH2:1]([O:3][CH:4]([O:8][CH2:9][CH3:10])[O:5][CH2:6][CH3:7])[CH3:2], predict the reactants needed to synthesize it. The reactants are: [CH2:1]([O:3][CH:4]([O:8][CH2:9][CH3:10])[O:5][CH2:6][CH3:7])[CH3:2].[CH3:11][C:12]1([CH3:20])[O:17][C:16](=[O:18])[CH2:15][C:14](=[O:19])[O:13]1.[CH3:21][O:22][C:23]1[CH:35]=[CH:34][C:26]([CH2:27][N:28]2[C:32]([NH2:33])=[CH:31][CH:30]=[N:29]2)=[CH:25][CH:24]=1.